Dataset: Forward reaction prediction with 1.9M reactions from USPTO patents (1976-2016). Task: Predict the product of the given reaction. (1) Given the reactants [F:1][C:2]([F:34])([F:33])[C:3]1[CH:28]=[C:27]([C:29]([F:32])([F:31])[F:30])[CH:26]=[CH:25][C:4]=1[CH2:5][N:6]1[C:14]2[C:9](=[CH:10][C:11]([CH:15]=[C:16]3[S:20][C:19](SCC)=[N:18][C:17]3=[O:24])=[CH:12][CH:13]=2)[CH:8]=[N:7]1.[CH2:35]1[NH:40][CH2:39][CH2:38][N:37]2[CH:41]=[CH:42][CH:43]=[C:36]12, predict the reaction product. The product is: [F:34][C:2]([F:33])([F:1])[C:3]1[CH:28]=[C:27]([C:29]([F:30])([F:31])[F:32])[CH:26]=[CH:25][C:4]=1[CH2:5][N:6]1[C:14]2[C:9](=[CH:10][C:11]([CH:15]=[C:16]3[S:20][C:19]([N:40]4[CH2:39][CH2:38][N:37]5[CH:41]=[CH:42][CH:43]=[C:36]5[CH2:35]4)=[N:18][C:17]3=[O:24])=[CH:12][CH:13]=2)[CH:8]=[N:7]1. (2) Given the reactants Br[C:2]1[CH:7]=[CH:6][C:5]([CH2:8][N:9]2[C:14](=[O:15])[C:13]([C:16]([NH:18][CH2:19][C:20]([OH:22])=[O:21])=[O:17])=[C:12]([OH:23])[C:11]([CH:24]([CH3:26])[CH3:25])=[N:10]2)=[C:4]([F:27])[CH:3]=1.[N+:28]([C:31]1[CH:36]=[CH:35][C:34](B(O)O)=[CH:33][CH:32]=1)([O-:30])=[O:29].C(=O)([O-])[O-].[K+].[K+].Cl, predict the reaction product. The product is: [F:27][C:4]1[CH:3]=[C:2]([C:34]2[CH:35]=[CH:36][C:31]([N+:28]([O-:30])=[O:29])=[CH:32][CH:33]=2)[CH:7]=[CH:6][C:5]=1[CH2:8][N:9]1[C:14](=[O:15])[C:13]([C:16]([NH:18][CH2:19][C:20]([OH:22])=[O:21])=[O:17])=[C:12]([OH:23])[C:11]([CH:24]([CH3:26])[CH3:25])=[N:10]1. (3) Given the reactants [N:1]1[CH:6]=[CH:5][CH:4]=[C:3]2[CH2:7][CH2:8][CH2:9][C:2]=12.[OH:10]O, predict the reaction product. The product is: [N:1]1[CH:6]=[CH:5][CH:4]=[C:3]2[CH2:7][CH2:8][CH:9]([OH:10])[C:2]=12.